From a dataset of Catalyst prediction with 721,799 reactions and 888 catalyst types from USPTO. Predict which catalyst facilitates the given reaction. (1) Reactant: Cl[S:2]([N:5]=[C:6]=[O:7])(=[O:4])=[O:3].[CH3:8][C:9]([OH:12])([CH3:11])[CH3:10].[Cl-].[CH2:14]([O:21][C:22]([NH:24][C@H:25]([C:31]([O:33][CH3:34])=[O:32])[CH2:26][CH2:27][CH2:28][CH2:29][NH3+:30])=[O:23])[C:15]1[CH:20]=[CH:19][CH:18]=[CH:17][CH:16]=1.C(N(CC)CC)C. Product: [CH2:14]([O:21][C:22]([NH:24][C@@H:25]([CH2:26][CH2:27][CH2:28][CH2:29][NH:30][S:2](=[O:4])(=[O:3])[NH:5][C:6]([O:12][C:9]([CH3:11])([CH3:10])[CH3:8])=[O:7])[C:31]([O:33][CH3:34])=[O:32])=[O:23])[C:15]1[CH:16]=[CH:17][CH:18]=[CH:19][CH:20]=1. The catalyst class is: 4. (2) Reactant: [NH2:1][C:2]1[C:7]([C:8]#[N:9])=[C:6]([C:10]2[CH:15]=[CH:14][C:13]([O:16][CH2:17][CH2:18][OH:19])=[CH:12][N:11]=2)[C:5]([C:20]#[N:21])=[C:4]([SH:22])[N:3]=1.Cl[CH2:24][C:25]1[N:26]=[C:27]([C:30]2[CH:35]=[CH:34][C:33]([Cl:36])=[CH:32][CH:31]=2)[S:28][CH:29]=1.C(=O)(O)[O-].[Na+]. Product: [NH2:1][C:2]1[C:7]([C:8]#[N:9])=[C:6]([C:10]2[CH:15]=[CH:14][C:13]([O:16][CH2:17][CH2:18][OH:19])=[CH:12][N:11]=2)[C:5]([C:20]#[N:21])=[C:4]([S:22][CH2:24][C:25]2[N:26]=[C:27]([C:30]3[CH:35]=[CH:34][C:33]([Cl:36])=[CH:32][CH:31]=3)[S:28][CH:29]=2)[N:3]=1. The catalyst class is: 3. (3) Reactant: C(=O)([O-])[O-].[K+].[K+].Br[CH2:8][CH2:9][O:10][CH:11]1[CH2:16][CH2:15][CH2:14][CH2:13][O:12]1.[Cl:17][C:18]1[CH:23]=[CH:22][C:21]([OH:24])=[CH:20][N:19]=1. Product: [Cl:17][C:18]1[CH:23]=[CH:22][C:21]([O:24][CH2:8][CH2:9][O:10][CH:11]2[CH2:16][CH2:15][CH2:14][CH2:13][O:12]2)=[CH:20][N:19]=1. The catalyst class is: 10.